This data is from Experimentally validated miRNA-target interactions with 360,000+ pairs, plus equal number of negative samples. The task is: Binary Classification. Given a miRNA mature sequence and a target amino acid sequence, predict their likelihood of interaction. The protein sequence of the target gene is MAMAPSPSLVQVYTSPAAVAVWEWQDGLGTWHPYSATVCSFIEQQFVQQKGQRFGLGSLAHSIPLGQADPSLAPYIIDLPSWTQFRQDTGTMRAVRRHLFPQHSAPGRGVVWEWLSDDGSWTAYEASVCDYLEQQVARGNQLVDLAPLGYNYTVNYTTHTQTNKTSSFCRSVRRQAGPPYPVTTIIAPPGHTGVACSCHQCLSGSRTGPVSGRYRHSMTNLPAYPVPQHPPHRTASVFGTHQAFAPYNKPSLSGARSAPRLNTTNAWGAAPPSLGSQPLYRSSLSHLGPQHLPPGSSTSG.... Result: 1 (interaction). The miRNA is hsa-miR-1225-3p with sequence UGAGCCCCUGUGCCGCCCCCAG.